This data is from Full USPTO retrosynthesis dataset with 1.9M reactions from patents (1976-2016). The task is: Predict the reactants needed to synthesize the given product. Given the product [N+:23]([C:21]1[CH:20]=[CH:19][C:17]2[N:18]=[C:14]([NH:12][NH:13][C:9]([C:7]3[O:8][C:4]([N+:1]([O-:3])=[O:2])=[CH:5][CH:6]=3)=[O:10])[S:15][C:16]=2[CH:22]=1)([O-:25])=[O:24], predict the reactants needed to synthesize it. The reactants are: [N+:1]([C:4]1[O:8][C:7]([C:9](Cl)=[O:10])=[CH:6][CH:5]=1)([O-:3])=[O:2].[NH:12]([C:14]1[S:15][C:16]2[CH:22]=[C:21]([N+:23]([O-:25])=[O:24])[CH:20]=[CH:19][C:17]=2[N:18]=1)[NH2:13].